Dataset: Peptide-MHC class I binding affinity with 185,985 pairs from IEDB/IMGT. Task: Regression. Given a peptide amino acid sequence and an MHC pseudo amino acid sequence, predict their binding affinity value. This is MHC class I binding data. (1) The peptide sequence is AEIVDTVSA. The MHC is HLA-B45:01 with pseudo-sequence HLA-B45:01. The binding affinity (normalized) is 0.801. (2) The peptide sequence is AMYYRRTER. The MHC is HLA-A03:01 with pseudo-sequence HLA-A03:01. The binding affinity (normalized) is 0.633.